This data is from Peptide-MHC class II binding affinity with 134,281 pairs from IEDB. The task is: Regression. Given a peptide amino acid sequence and an MHC pseudo amino acid sequence, predict their binding affinity value. This is MHC class II binding data. (1) The peptide sequence is SVEESEMFMPRSIGG. The MHC is DRB1_1301 with pseudo-sequence DRB1_1301. The binding affinity (normalized) is 0. (2) The peptide sequence is EKFMEPKLEFGSLIV. The MHC is DRB1_0101 with pseudo-sequence DRB1_0101. The binding affinity (normalized) is 0.683. (3) The peptide sequence is GVAGLLVALAV. The MHC is DRB1_0404 with pseudo-sequence DRB1_0404. The binding affinity (normalized) is 0.524. (4) The peptide sequence is SNLLRAIEAQQHLLQLTVWGIKQL. The MHC is DRB1_0701 with pseudo-sequence DRB1_0701. The binding affinity (normalized) is 0.592.